This data is from Reaction yield outcomes from USPTO patents with 853,638 reactions. The task is: Predict the reaction yield, written as a fraction of the theoretical maximum amount of product (1.0 means a 100% yield; for example, 0.34 means a 34% yield). (1) The reactants are [C:1]([C:3]1[CH:8]=[CH:7][C:6]([C:9]2[CH:10]=[C:11]3[C:15](=[CH:16][CH:17]=2)[C:14](=[O:18])[N:13]([CH:19]2[CH2:24][CH2:23][N:22](C(OC(C)(C)C)=O)[CH2:21][CH2:20]2)[CH2:12]3)=[CH:5][CH:4]=1)#[N:2].FC(F)(F)C(O)=O.[Cl:39]CCl. The catalyst is [OH-].[Na+]. The product is [ClH:39].[O:18]=[C:14]1[C:15]2[C:11](=[CH:10][C:9]([C:6]3[CH:5]=[CH:4][C:3]([C:1]#[N:2])=[CH:8][CH:7]=3)=[CH:17][CH:16]=2)[CH2:12][N:13]1[CH:19]1[CH2:24][CH2:23][NH:22][CH2:21][CH2:20]1. The yield is 1.00. (2) The reactants are [NH2:1][C:2]1[N:7]=[C:6]([N:8]([CH3:15])[C:9]2[CH:14]=[CH:13][CH:12]=[CH:11][CH:10]=2)[N:5]=[C:4]([C:16]2[N:20]=[C:19]([C:21]3[N:26]=[CH:25][C:24]([CH:27]([OH:29])[CH3:28])=[CH:23][CH:22]=3)[O:18][N:17]=2)[N:3]=1.[Cl:30][C:31]([Cl:35])([Cl:34])[C:32]#N.[N:36]1(C2CCCCCCCCCC2)CCCN=CCCCC[CH2:37]1.O. The catalyst is C(Cl)Cl. The product is [Cl:30][C:31]([Cl:35])([Cl:34])[CH2:32][C:37](=[NH:36])[O:29][CH:27]([C:24]1[CH:25]=[N:26][C:21]([C:19]2[O:18][N:17]=[C:16]([C:4]3[N:3]=[C:2]([NH2:1])[N:7]=[C:6]([N:8]([CH3:15])[C:9]4[CH:14]=[CH:13][CH:12]=[CH:11][CH:10]=4)[N:5]=3)[N:20]=2)=[CH:22][CH:23]=1)[CH3:28]. The yield is 0.910. (3) The reactants are [N:1]1([C:7]([C:9]2[S:10][CH:11]=[CH:12][CH:13]=2)=[O:8])[CH2:6][CH2:5][NH:4][CH2:3][CH2:2]1.Cl[C:15]1[C:24]2[C:19](=[CH:20][CH:21]=[CH:22][CH:23]=2)[N:18]([CH3:25])[C:17](=[O:26])[C:16]=1[C:27]#[N:28]. The catalyst is C1(C)C=CC=CC=1. The product is [CH3:25][N:18]1[C:19]2[C:24](=[CH:23][CH:22]=[CH:21][CH:20]=2)[C:15]([N:4]2[CH2:5][CH2:6][N:1]([C:7]([C:9]3[S:10][CH:11]=[CH:12][CH:13]=3)=[O:8])[CH2:2][CH2:3]2)=[C:16]([C:27]#[N:28])[C:17]1=[O:26]. The yield is 0.980. (4) The reactants are [OH:1][C:2]1[CH:7]=[CH:6][C:5]([C:8]2[C:9](=[O:23])[C:10]([CH3:22])([CH3:21])[O:11][C:12]=2[C:13]2[CH:18]=[CH:17][C:16]([O:19][CH3:20])=[CH:15][CH:14]=2)=[CH:4][CH:3]=1.C(=O)([O-])[O-].[Cs+].[Cs+].CN(C=O)C.[Cl:35][C:36]1[CH:37]=[CH:38][C:39]2[N:40]([CH:42]=[C:43]([CH2:45]Cl)[N:44]=2)[CH:41]=1. The catalyst is O. The product is [Cl:35][C:36]1[CH:37]=[CH:38][C:39]2[N:40]([CH:42]=[C:43]([CH2:45][O:1][C:2]3[CH:3]=[CH:4][C:5]([C:8]4[C:9](=[O:23])[C:10]([CH3:21])([CH3:22])[O:11][C:12]=4[C:13]4[CH:18]=[CH:17][C:16]([O:19][CH3:20])=[CH:15][CH:14]=4)=[CH:6][CH:7]=3)[N:44]=2)[CH:41]=1. The yield is 0.393. (5) The reactants are Cl[C:2]1[C:3]([NH2:9])=[N:4][CH:5]=[N:6][C:7]=1Cl.[O:10]([C:17]1[CH:22]=[CH:21][C:20](B(O)O)=[CH:19][CH:18]=1)[C:11]1[CH:16]=[CH:15][CH:14]=[CH:13][CH:12]=1.[NH2:26][CH2:27][C:28]1([F:41])[CH2:33][CH2:32][N:31]([C:34]([O:36]C(C)(C)C)=O)[CH2:30][CH2:29]1.[N:42]1([CH2:48][CH2:49]C(O)=O)[CH2:47][CH2:46][CH2:45][CH2:44][CH2:43]1. No catalyst specified. The product is [NH2:9][C:3]1[N:4]=[CH:5][N:6]=[C:7]([NH:26][CH2:27][C:28]2([F:41])[CH2:29][CH2:30][N:31]([C:34](=[O:36])[CH2:49][CH2:48][N:42]3[CH2:47][CH2:46][CH2:45][CH2:44][CH2:43]3)[CH2:32][CH2:33]2)[C:2]=1[C:20]1[CH:21]=[CH:22][C:17]([O:10][C:11]2[CH:16]=[CH:15][CH:14]=[CH:13][CH:12]=2)=[CH:18][CH:19]=1. The yield is 0.234.